This data is from NCI-60 drug combinations with 297,098 pairs across 59 cell lines. The task is: Regression. Given two drug SMILES strings and cell line genomic features, predict the synergy score measuring deviation from expected non-interaction effect. (1) Drug 1: CCN(CC)CCCC(C)NC1=C2C=C(C=CC2=NC3=C1C=CC(=C3)Cl)OC. Drug 2: CN(C(=O)NC(C=O)C(C(C(CO)O)O)O)N=O. Cell line: SN12C. Synergy scores: CSS=17.7, Synergy_ZIP=-0.203, Synergy_Bliss=-0.545, Synergy_Loewe=-64.6, Synergy_HSA=-3.13. (2) Drug 1: C1CC(C1)(C(=O)O)C(=O)O.[NH2-].[NH2-].[Pt+2]. Drug 2: C1CC(C1)(C2=CC=C(C=C2)C3=C(C=C4C(=N3)C=CN5C4=NNC5=O)C6=CC=CC=C6)N. Cell line: NCI-H460. Synergy scores: CSS=45.3, Synergy_ZIP=0.147, Synergy_Bliss=2.08, Synergy_Loewe=5.05, Synergy_HSA=6.46.